From a dataset of Full USPTO retrosynthesis dataset with 1.9M reactions from patents (1976-2016). Predict the reactants needed to synthesize the given product. (1) Given the product [CH:12]([C:4]1[NH:3][C:11]2[C:6]([CH:5]=1)=[CH:7][CH:8]=[CH:9][CH:10]=2)=[CH2:14], predict the reactants needed to synthesize it. The reactants are: [H-].[Na+].[NH:3]1[C:11]2[C:6](=[CH:7][CH:8]=[CH:9][CH:10]=2)[CH:5]=[C:4]1[CH:12]=O.[CH2:14]1COCC1. (2) Given the product [CH3:1][O:2][C:3]1[CH:4]=[C:5](/[CH:21]=[C:22]2/[C:23](=[S:38])[NH:24][C:25](=[O:27])[S:26]/2)[CH:6]=[CH:7][C:8]=1[O:9][CH2:10][C:11]1[C:20]2[C:15](=[CH:16][CH:17]=[CH:18][CH:19]=2)[CH:14]=[CH:13][CH:12]=1, predict the reactants needed to synthesize it. The reactants are: [CH3:1][O:2][C:3]1[CH:4]=[C:5](/[CH:21]=[C:22]2/[C:23](=O)[NH:24][C:25](=[O:27])[S:26]/2)[CH:6]=[CH:7][C:8]=1[O:9][CH2:10][C:11]1[C:20]2[C:15](=[CH:16][CH:17]=[CH:18][CH:19]=2)[CH:14]=[CH:13][CH:12]=1.COC1C=CC(P2(SP(C3C=CC(OC)=CC=3)(=S)S2)=[S:38])=CC=1. (3) Given the product [N:12]([CH:10]([O:9][CH2:8][CH2:7][O:6][CH2:5][C:4]([OH:15])=[O:3])[CH3:11])=[N+:13]=[N-:14], predict the reactants needed to synthesize it. The reactants are: C([O:3][C:4](=[O:15])[CH2:5][O:6][CH2:7][CH2:8][O:9][CH:10]([N:12]=[N+:13]=[N-:14])[CH3:11])C.[OH-].[Na+]. (4) Given the product [C:23]([O:27][C:28]([N:30]1[CH2:35][CH2:34][N:33]([C:36]2[CH:37]=[CH:38][C:39]([NH:42][C:14]([C:5]3[N:6]([CH2:12][CH3:13])[C:7]4[C:3]([CH:4]=3)=[C:2]([Cl:1])[C:10]([Cl:11])=[CH:9][CH:8]=4)=[O:16])=[CH:40][CH:41]=2)[CH2:32][CH2:31]1)=[O:29])([CH3:26])([CH3:24])[CH3:25], predict the reactants needed to synthesize it. The reactants are: [Cl:1][C:2]1[C:10]([Cl:11])=[CH:9][CH:8]=[C:7]2[C:3]=1[CH:4]=[C:5]([C:14]([OH:16])=O)[N:6]2[CH2:12][CH3:13].C(Cl)(=O)C(Cl)=O.[C:23]([O:27][C:28]([N:30]1[CH2:35][CH2:34][N:33]([C:36]2[CH:41]=[CH:40][C:39]([NH2:42])=[CH:38][CH:37]=2)[CH2:32][CH2:31]1)=[O:29])([CH3:26])([CH3:25])[CH3:24].C(N(CC)CC)C. (5) The reactants are: [N+:1]([C:4]1[C:5]([NH:13][C@@H:14]2[CH2:19][O:18][C@@H:17]([CH2:20][C:21]#[N:22])[CH2:16][CH2:15]2)=[C:6]2[S:12][CH:11]=[CH:10][C:7]2=[N:8][CH:9]=1)([O-])=O. Given the product [NH2:1][C:4]1[C:5]([NH:13][C@@H:14]2[CH2:19][O:18][C@@H:17]([CH2:20][C:21]#[N:22])[CH2:16][CH2:15]2)=[C:6]2[S:12][CH:11]=[CH:10][C:7]2=[N:8][CH:9]=1, predict the reactants needed to synthesize it. (6) The reactants are: [Cl:1][C:2]1[CH:16]=[C:15]([N+:17]([O-])=O)[CH:14]=[CH:13][C:3]=1[C:4]([N:6]1[CH2:12][CH2:11][CH2:10][CH2:9][CH2:8][CH2:7]1)=[O:5].N. Given the product [N:6]1([C:4]([C:3]2[CH:13]=[CH:14][C:15]([NH2:17])=[CH:16][C:2]=2[Cl:1])=[O:5])[CH2:7][CH2:8][CH2:9][CH2:10][CH2:11][CH2:12]1, predict the reactants needed to synthesize it. (7) Given the product [Br:13][C:3]1[CH:4]=[C:5]2[C:9](=[C:10]([Cl:11])[C:2]=1[Cl:1])[NH:8][C:7](=[O:12])[CH2:6]2, predict the reactants needed to synthesize it. The reactants are: [Cl:1][C:2]1[C:10]([Cl:11])=[C:9]2[C:5]([CH2:6][C:7](=[O:12])[NH:8]2)=[CH:4][CH:3]=1.[Br:13]N1C(=O)CCC1=O. (8) Given the product [ClH:2].[ClH:1].[F:9][C:10]1[CH:16]=[CH:15][C:13]([N:14]2[CH2:7][CH2:6][NH:5][CH2:4][CH2:3]2)=[C:12]([CH3:17])[CH:11]=1, predict the reactants needed to synthesize it. The reactants are: [ClH:1].[Cl:2][CH2:3][CH2:4][NH:5][CH2:6][CH2:7]Cl.[F:9][C:10]1[CH:16]=[CH:15][C:13]([NH2:14])=[C:12]([CH3:17])[CH:11]=1. (9) The reactants are: [F:1][C:2]([F:7])([F:6])[C:3]([O-:5])=[O:4].C(OC([NH:15]/[C:16](=[N:46]\C(OC(C)(C)C)=O)/[N:17]([CH3:45])[CH2:18][C:19]([N:21]([CH3:44])[CH2:22][CH2:23][CH2:24][P+:25]([C:38]1[CH:43]=[CH:42][CH:41]=[CH:40][CH:39]=1)([C:32]1[CH:37]=[CH:36][CH:35]=[CH:34][CH:33]=1)[C:26]1[CH:31]=[CH:30][CH:29]=[CH:28][CH:27]=1)=[O:20])=O)(C)(C)C. Given the product [F:1][C:2]([F:7])([F:6])[C:3]([O-:5])=[O:4].[F:1][C:2]([F:7])([F:6])[C:3]([O-:5])=[O:4].[NH3+:46][C:16](=[NH:15])[N:17]([CH3:45])[CH2:18][C:19]([N:21]([CH3:44])[CH2:22][CH2:23][CH2:24][P+:25]([C:26]1[CH:31]=[CH:30][CH:29]=[CH:28][CH:27]=1)([C:32]1[CH:33]=[CH:34][CH:35]=[CH:36][CH:37]=1)[C:38]1[CH:43]=[CH:42][CH:41]=[CH:40][CH:39]=1)=[O:20], predict the reactants needed to synthesize it. (10) The reactants are: [C:1]([C@@H:9]1[CH2:13][CH:12]([CH2:14][C:15]2[CH:20]=[CH:19][C:18]([C:21]3[CH:26]=[CH:25][CH:24]=[CH:23][CH:22]=3)=[CH:17][CH:16]=2)[N:11](/[CH:27]=[CH:28]/[C:29]2[CH:34]=[CH:33][CH:32]=[CH:31][CH:30]=2)[C:10]1=[O:35])(=O)C1C=CC=CC=1.N1CCOCC1.C=O.Cl. Given the product [C:18]1([C:21]2[CH:22]=[CH:23][CH:24]=[CH:25][CH:26]=2)[CH:17]=[CH:16][C:15]([CH2:14][C@H:12]2[N:11](/[CH:27]=[CH:28]/[C:29]3[CH:30]=[CH:31][CH:32]=[CH:33][CH:34]=3)[C:10](=[O:35])[C:9](=[CH2:1])[CH2:13]2)=[CH:20][CH:19]=1, predict the reactants needed to synthesize it.